This data is from Peptide-MHC class I binding affinity with 185,985 pairs from IEDB/IMGT. The task is: Regression. Given a peptide amino acid sequence and an MHC pseudo amino acid sequence, predict their binding affinity value. This is MHC class I binding data. (1) The peptide sequence is GTIILNKIV. The binding affinity (normalized) is 0.345. The MHC is HLA-A02:02 with pseudo-sequence HLA-A02:02. (2) The peptide sequence is SNSEDLLKAV. The MHC is HLA-A02:01 with pseudo-sequence HLA-A02:01. The binding affinity (normalized) is 0.171. (3) The peptide sequence is EMGRLPTFM. The MHC is H-2-Kb with pseudo-sequence H-2-Kb. The binding affinity (normalized) is 0.156. (4) The peptide sequence is SSWNSAHEK. The MHC is HLA-A11:01 with pseudo-sequence HLA-A11:01. The binding affinity (normalized) is 1.00. (5) The peptide sequence is LLKWKKTDY. The MHC is HLA-B15:09 with pseudo-sequence HLA-B15:09. The binding affinity (normalized) is 0.0847.